From a dataset of Forward reaction prediction with 1.9M reactions from USPTO patents (1976-2016). Predict the product of the given reaction. (1) Given the reactants [Cl:1][C:2]1[CH:7]=[CH:6][C:5]([OH:8])=[CH:4][CH:3]=1.F[C:10]1[CH:15]=[CH:14][C:13](F)=[CH:12][C:11]=1[N+:17]([O-:19])=[O:18].[C:20](=O)([O-])[O-].[K+].[K+], predict the reaction product. The product is: [Cl:1][C:2]1[CH:7]=[CH:6][C:5]([O:8][C:10]2[CH:15]=[C:14]([CH3:20])[CH:13]=[CH:12][C:11]=2[N+:17]([O-:19])=[O:18])=[CH:4][CH:3]=1. (2) Given the reactants [CH2:1]([O:3][C:4]([CH:6]1[N:16]([C:17]([O:19][C:20]([CH3:23])([CH3:22])[CH3:21])=[O:18])[CH2:15][C:9]2[N:10]=[CH:11][NH:12][C:13](=O)[C:8]=2[CH2:7]1)=[O:5])[CH3:2].C(OC(C1N(C(OC(C)(C)C)=O)CC2C(=O)NC=NC=2C1)=O)C.C(Cl)(Cl)(Cl)[Cl:48].C1(P(C2C=CC=CC=2)C2C=CC=CC=2)C=CC=CC=1, predict the reaction product. The product is: [CH2:1]([O:3][C:4]([CH:6]1[N:16]([C:17]([O:19][C:20]([CH3:23])([CH3:22])[CH3:21])=[O:18])[CH2:15][C:9]2[N:10]=[CH:11][N:12]=[C:13]([Cl:48])[C:8]=2[CH2:7]1)=[O:5])[CH3:2]. (3) Given the reactants N(C(OCC1C=CC=CC=1)=O)(C[C:4](O)=[O:5])C.[CH3:17][O:18][C:19](=[O:43])[C:20]1[CH:25]=[CH:24][CH:23]=[CH:22][C:21]=1[N:26]([C:28](=[O:42])[CH2:29][N:30](C(OCC1C=CC=CC=1)=O)[CH3:31])[CH3:27].[ClH:44], predict the reaction product. The product is: [ClH:44].[CH3:4][OH:5].[ClH:44].[CH3:17][O:18][C:19](=[O:43])[C:20]1[CH:25]=[CH:24][CH:23]=[CH:22][C:21]=1[N:26]([CH3:27])[C:28](=[O:42])[CH2:29][NH:30][CH3:31]. (4) Given the reactants Br[C:2]1[CH:3]=[C:4]2[C:13](=[C:14]3[C:19]=1[CH:18]=[CH:17][CH:16]=[CH:15]3)[C:12]1[CH:20]=[CH:21][CH:22]=[CH:23][C:11]=1C1[C:5]2=[CH:6][CH:7]=[CH:8]C=1.C([Li])C[CH2:26][CH3:27].[B:29](OC(C)C)([O:34]C(C)C)[O:30]C(C)C.Cl, predict the reaction product. The product is: [CH:21]1[C:20]2[C:2]3[C:3]([C:4]4[C:13]([C:12]=2[CH:11]=[CH:23][CH:22]=1)=[CH:8][CH:7]=[CH:6][CH:5]=4)=[CH:27][C:26]([B:29]([OH:34])[OH:30])=[C:14]1[C:19]=3[CH:18]=[CH:17][CH:16]=[CH:15]1. (5) Given the reactants [Br:1]Br.[CH3:3][O:4][C:5]1[CH:10]=[CH:9][C:8]([C:11]2[CH:16]=[CH:15][C:14]([CH:17]=[O:18])=[CH:13][CH:12]=2)=[CH:7][CH:6]=1, predict the reaction product. The product is: [Br:1][C:10]1[CH:9]=[C:8]([C:11]2[CH:16]=[CH:15][C:14]([CH:17]=[O:18])=[CH:13][CH:12]=2)[CH:7]=[CH:6][C:5]=1[O:4][CH3:3]. (6) Given the reactants [CH3:1][S:2][CH2:3][CH2:4][O:5][C:6]1[CH:7]=[C:8]([CH:11]=[CH:12][CH:13]=1)[CH:9]=[O:10].[OH:14]O.[OH-].[Na+], predict the reaction product. The product is: [CH3:1][S:2]([CH2:3][CH2:4][O:5][C:6]1[CH:7]=[C:8]([CH:11]=[CH:12][CH:13]=1)[CH:9]=[O:10])=[O:14]. (7) The product is: [ClH:1].[Cl:1][C:2]1[CH:7]=[CH:6][C:5]([NH:8][OH:9])=[CH:4][C:3]=1[C:11]([F:12])([F:13])[F:14]. Given the reactants [Cl:1][C:2]1[CH:7]=[CH:6][C:5]([N+:8]([O-])=[O:9])=[CH:4][C:3]=1[C:11]([F:14])([F:13])[F:12].[Cl-].[NH4+], predict the reaction product.